The task is: Predict the reaction yield, written as a fraction of the theoretical maximum amount of product (1.0 means a 100% yield; for example, 0.34 means a 34% yield).. This data is from Reaction yield outcomes from USPTO patents with 853,638 reactions. The reactants are [Cl:1][CH:2]([C:14]1[CH:19]=[CH:18][CH:17]=[CH:16][CH:15]=1)[C:3]([C:5]1[C:13]2[C:8](=[CH:9][CH:10]=[CH:11][CH:12]=2)[NH:7][CH:6]=1)=[O:4].[H-].[Na+].[CH3:22][N:23]1[CH:27]=[C:26]([S:28](Cl)(=[O:30])=[O:29])[N:25]=[CH:24]1.O. The catalyst is CN(C=O)C.CN(C1C=CN=CC=1)C. The product is [Cl:1][CH:2]([C:14]1[CH:19]=[CH:18][CH:17]=[CH:16][CH:15]=1)[C:3]([C:5]1[C:13]2[C:8](=[CH:9][CH:10]=[CH:11][CH:12]=2)[N:7]([S:28]([C:26]2[N:25]=[CH:24][N:23]([CH3:22])[CH:27]=2)(=[O:30])=[O:29])[CH:6]=1)=[O:4]. The yield is 0.980.